Dataset: NCI-60 drug combinations with 297,098 pairs across 59 cell lines. Task: Regression. Given two drug SMILES strings and cell line genomic features, predict the synergy score measuring deviation from expected non-interaction effect. (1) Drug 1: C1=CC=C(C=C1)NC(=O)CCCCCCC(=O)NO. Drug 2: CCN(CC)CCNC(=O)C1=C(NC(=C1C)C=C2C3=C(C=CC(=C3)F)NC2=O)C. Cell line: ACHN. Synergy scores: CSS=14.4, Synergy_ZIP=-2.62, Synergy_Bliss=-1.01, Synergy_Loewe=-2.41, Synergy_HSA=0.130. (2) Drug 1: C1CCC(C1)C(CC#N)N2C=C(C=N2)C3=C4C=CNC4=NC=N3. Drug 2: CC1=C(C=C(C=C1)C(=O)NC2=CC(=CC(=C2)C(F)(F)F)N3C=C(N=C3)C)NC4=NC=CC(=N4)C5=CN=CC=C5. Cell line: PC-3. Synergy scores: CSS=6.32, Synergy_ZIP=3.20, Synergy_Bliss=5.24, Synergy_Loewe=10.3, Synergy_HSA=3.00. (3) Drug 1: CCC1=CC2CC(C3=C(CN(C2)C1)C4=CC=CC=C4N3)(C5=C(C=C6C(=C5)C78CCN9C7C(C=CC9)(C(C(C8N6C)(C(=O)OC)O)OC(=O)C)CC)OC)C(=O)OC.C(C(C(=O)O)O)(C(=O)O)O. Drug 2: C1C(C(OC1N2C=NC3=C2NC=NCC3O)CO)O. Cell line: SNB-75. Synergy scores: CSS=27.4, Synergy_ZIP=-0.0425, Synergy_Bliss=0.467, Synergy_Loewe=2.31, Synergy_HSA=1.89.